From a dataset of Forward reaction prediction with 1.9M reactions from USPTO patents (1976-2016). Predict the product of the given reaction. (1) The product is: [CH3:15][N:14]([CH:11]1[CH2:10][CH2:9][NH:8][CH2:13][CH2:12]1)[C:16](=[O:18])[CH3:17]. Given the reactants C(OC([N:8]1[CH2:13][CH2:12][CH:11]([N:14]([C:16](=[O:18])[CH3:17])[CH3:15])[CH2:10][CH2:9]1)=O)(C)(C)C.Cl, predict the reaction product. (2) Given the reactants Br[C:2]1[CH:7]=[CH:6][CH:5]=[C:4]([CH2:8][O:9][CH3:10])[CH:3]=1.[Li]CCCC.[F:16][C:17]([F:27])([F:26])[C:18](N1CCCCC1)=[O:19], predict the reaction product. The product is: [F:16][C:17]([F:27])([F:26])[C:18]([C:2]1[CH:7]=[CH:6][CH:5]=[C:4]([CH2:8][O:9][CH3:10])[CH:3]=1)=[O:19]. (3) Given the reactants [NH2:1][C:2]1[C:3]2[N:4]([C:8]([C@@H:12]3[CH2:17][CH2:16]C[N:14]([C:18]([O:20][CH2:21][C:22]4[CH:27]=[CH:26][CH:25]=[CH:24][CH:23]=4)=[O:19])[CH2:13]3)=[N:9][C:10]=2[Br:11])[CH:5]=[CH:6][N:7]=1.C(N1CC[C@@H](C(O)=O)C1)(OCC1C=CC=CC=1)=O, predict the reaction product. The product is: [NH2:1][C:2]1[C:3]2[N:4]([C:8]([C@@H:12]3[CH2:17][CH2:16][N:14]([C:18]([O:20][CH2:21][C:22]4[CH:27]=[CH:26][CH:25]=[CH:24][CH:23]=4)=[O:19])[CH2:13]3)=[N:9][C:10]=2[Br:11])[CH:5]=[CH:6][N:7]=1. (4) Given the reactants [CH:1]12[CH2:7][CH:4]([CH2:5][CH2:6]1)[CH:3]=[CH:2]2.[C:8]1(=[O:14])[O:13][C:11](=[O:12])[CH:10]=[CH:9]1.N(C(C)(C)C#N)=NC(C)(C)C#N, predict the reaction product. The product is: [CH:1]12[CH2:7][CH:4]([CH2:5][CH2:6]1)[CH:3]=[CH:2]2.[C:11]1(=[O:12])[O:13][C:8](=[O:14])[CH:9]=[CH:10]1. (5) Given the reactants CON(C)[C:4]([C:6]1[N:7]=[CH:8][N:9]([C:11]2[CH:12]=[C:13]([C:17]3[CH:22]=[CH:21][CH:20]=[C:19]([F:23])[C:18]=3[O:24][CH3:25])[CH:14]=[CH:15][CH:16]=2)[CH:10]=1)=[O:5].Br[C:28]1[N:33]=[CH:32][CH:31]=[CH:30][N:29]=1, predict the reaction product. The product is: [F:23][C:19]1[C:18]([O:24][CH3:25])=[C:17]([C:13]2[CH:14]=[CH:15][CH:16]=[C:11]([N:9]3[CH:10]=[C:6]([C:4]([C:28]4[N:33]=[CH:32][CH:31]=[CH:30][N:29]=4)=[O:5])[N:7]=[CH:8]3)[CH:12]=2)[CH:22]=[CH:21][CH:20]=1. (6) Given the reactants [NH2:1][C@H:2]([C:10]([P:12]([O:20][C:21]1[CH:26]=[CH:25][CH:24]=[CH:23][CH:22]=1)[O:13][C:14]1[CH:19]=[CH:18][CH:17]=[CH:16][CH:15]=1)=[O:11])[CH2:3][C:4]1[CH:9]=[CH:8][CH:7]=[CH:6][CH:5]=1.Br.[N:28]1([C:36]([O:38][C:39]([CH3:42])([CH3:41])[CH3:40])=[O:37])[CH2:35][CH2:34][CH2:33][C@H:29]1[C:30](O)=[O:31].C1C=CC2N(O)N=NC=2C=1, predict the reaction product. The product is: [N:28]1([C:36]([O:38][C:39]([CH3:42])([CH3:41])[CH3:40])=[O:37])[CH2:35][CH2:34][CH2:33][C@H:29]1[C:30]([NH:1][C@H:2]([C:10]([P:12]([O:20][C:21]1[CH:22]=[CH:23][CH:24]=[CH:25][CH:26]=1)[O:13][C:14]1[CH:15]=[CH:16][CH:17]=[CH:18][CH:19]=1)=[O:11])[CH2:3][C:4]1[CH:5]=[CH:6][CH:7]=[CH:8][CH:9]=1)=[O:31]. (7) The product is: [CH3:44][S:45]([O:28][CH2:27][C@H:26]([N:22]1[CH:23]=[CH:24][CH:25]=[C:20]([C:18](=[O:19])[NH:17][C:14]2[CH:15]=[CH:16][C:11]([C:10]3[C:3]4[C:2]([Cl:1])=[N:7][CH:6]=[N:5][C:4]=4[N:8]([CH3:36])[CH:9]=3)=[CH:12][CH:13]=2)[C:21]1=[O:35])[C:29]1[CH:34]=[CH:33][CH:32]=[CH:31][CH:30]=1)(=[O:47])=[O:46]. Given the reactants [Cl:1][C:2]1[C:3]2[C:10]([C:11]3[CH:16]=[CH:15][C:14]([NH:17][C:18]([C:20]4[C:21](=[O:35])[N:22]([C@H:26]([C:29]5[CH:34]=[CH:33][CH:32]=[CH:31][CH:30]=5)[CH2:27][OH:28])[CH:23]=[CH:24][CH:25]=4)=[O:19])=[CH:13][CH:12]=3)=[CH:9][N:8]([CH3:36])[C:4]=2[N:5]=[CH:6][N:7]=1.C(N(CC)CC)C.[CH3:44][S:45](Cl)(=[O:47])=[O:46], predict the reaction product.